Dataset: Reaction yield outcomes from USPTO patents with 853,638 reactions. Task: Predict the reaction yield, written as a fraction of the theoretical maximum amount of product (1.0 means a 100% yield; for example, 0.34 means a 34% yield). (1) The reactants are Br[C:2]1[CH:7]=[CH:6][CH:5]=[C:4]([F:8])[N:3]=1.[CH2:9]([C:13]1[S:14][C:15]2[CH:21]=[CH:20][CH:19]=[CH:18][C:16]=2[N:17]=1)[CH2:10][C:11]#[CH:12]. No catalyst specified. The product is [F:8][C:4]1[N:3]=[C:2]([C:12]#[C:11][CH2:10][CH2:9][C:13]2[S:14][C:15]3[CH:21]=[CH:20][CH:19]=[CH:18][C:16]=3[N:17]=2)[CH:7]=[CH:6][CH:5]=1. The yield is 0.290. (2) The reactants are [O:1]1[CH2:6][CH2:5][N:4]([CH2:7][C:8]([NH:10][C@@H:11]([CH3:22])[C:12]([O:14]CC2C=CC=CC=2)=[O:13])=[O:9])[CH2:3][CH2:2]1. The catalyst is CO.[Pd]. The product is [O:1]1[CH2:6][CH2:5][N:4]([CH2:7][C:8]([NH:10][C@@H:11]([CH3:22])[C:12]([OH:14])=[O:13])=[O:9])[CH2:3][CH2:2]1. The yield is 0.860. (3) The reactants are Br[C:2]1[CH:3]=[C:4]([F:9])[CH:5]=[C:6]([Br:8])[CH:7]=1.C([Li])CCC.CN([CH:18]=[O:19])C. The catalyst is C(OCC)C. The product is [F:9][C:4]1[CH:3]=[C:2]([CH:7]=[C:6]([Br:8])[CH:5]=1)[CH:18]=[O:19]. The yield is 1.00. (4) The reactants are [CH2:1]([N:8]1[CH2:16][CH:15]2[CH:10]([C:11](=O)[NH:12][CH2:13][CH2:14]2)[CH2:9]1)[C:2]1[CH:7]=[CH:6][CH:5]=[CH:4][CH:3]=1.[H-].[H-].[H-].[H-].[Li+].[Al+3]. The catalyst is C1COCC1. The product is [CH2:1]([N:8]1[CH2:16][CH:15]2[CH:10]([CH2:11][NH:12][CH2:13][CH2:14]2)[CH2:9]1)[C:2]1[CH:7]=[CH:6][CH:5]=[CH:4][CH:3]=1. The yield is 1.00. (5) The reactants are [CH3:1][O:2][C:3]1[CH:10]=[CH:9][CH:8]=[CH:7][C:4]=1[CH:5]=O.[N+:11]([CH3:14])([O-:13])=[O:12].[OH-].[Na+]. The catalyst is C(O)C. The product is [CH3:1][O:2][C:3]1[CH:10]=[CH:9][CH:8]=[CH:7][C:4]=1[CH:5]=[CH:14][N+:11]([O-:13])=[O:12]. The yield is 0.839. (6) The reactants are [N+:1]([O-:4])(O)=[O:2].[Cl:5][C:6]1[CH:11]=[C:10]([F:12])[CH:9]=[CH:8][C:7]=1[CH2:13][C:14]([OH:16])=[O:15]. The catalyst is OS(O)(=O)=O. The product is [Cl:5][C:6]1[CH:11]=[C:10]([F:12])[C:9]([N+:1]([O-:4])=[O:2])=[CH:8][C:7]=1[CH2:13][C:14]([OH:16])=[O:15]. The yield is 0.980. (7) The reactants are [CH:1]1([NH2:4])[CH2:3][CH2:2]1.C(O)(=O)C.C([BH3-])#N.[Na+].[CH2:13]([O:15][C:16](=[O:26])[C:17]([CH:24]=O)([CH3:23])[CH2:18][CH2:19][CH:20]([CH3:22])[CH3:21])[CH3:14]. The catalyst is C(O)C. The product is [CH2:13]([O:15][C:16](=[O:26])[C:17]([CH2:23][NH:4][CH:1]1[CH2:3][CH2:2]1)([CH3:24])[CH2:18][CH2:19][CH:20]([CH3:21])[CH3:22])[CH3:14]. The yield is 0.380.